This data is from Reaction yield outcomes from USPTO patents with 853,638 reactions. The task is: Predict the reaction yield, written as a fraction of the theoretical maximum amount of product (1.0 means a 100% yield; for example, 0.34 means a 34% yield). (1) The reactants are C(N1C2C(=CC=CC=2)CC1=O)C1C=CC=CC=1.[F:18][C:19]1[CH:20]=[C:21]2[C:25](=[CH:26][CH:27]=1)[N:24]([CH2:28][C:29]1[CH:34]=[CH:33][CH:32]=[CH:31][CH:30]=1)[C:23](=[O:35])[C:22]2=O.CCOCC. The catalyst is CCCCCC. The product is [CH2:28]([N:24]1[C:25]2[C:21](=[CH:20][C:19]([F:18])=[CH:27][CH:26]=2)[CH2:22][C:23]1=[O:35])[C:29]1[CH:34]=[CH:33][CH:32]=[CH:31][CH:30]=1. The yield is 0.750. (2) The reactants are [NH2:1][C:2]1[CH:17]=[CH:16][C:5]([O:6][C:7]2[CH:14]=[CH:13][C:12]([F:15])=[CH:11][C:8]=2[C:9]#[N:10])=[CH:4][C:3]=1[CH3:18].C([O-])(=O)C.[K+].C(OC(=O)C)(=O)C.[N:31](OCCC(C)C)=O.Cl.[OH-].[Na+]. The catalyst is C(Cl)(Cl)Cl.O. The product is [NH:1]1[C:2]2[C:3](=[CH:4][C:5]([O:6][C:7]3[CH:14]=[CH:13][C:12]([F:15])=[CH:11][C:8]=3[C:9]#[N:10])=[CH:16][CH:17]=2)[CH:18]=[N:31]1. The yield is 0.910. (3) The reactants are [F:1][C:2]([F:12])([C:8]([F:11])([F:10])[F:9])[C:3](=O)[CH2:4][C:5]#[N:6].Cl.[C:14]1([NH:20][NH2:21])[CH:19]=[CH:18][CH:17]=[CH:16][CH:15]=1. The catalyst is C(O)C. The product is [F:1][C:2]([F:12])([C:3]1[CH:4]=[C:5]([NH2:6])[N:20]([C:14]2[CH:19]=[CH:18][CH:17]=[CH:16][CH:15]=2)[N:21]=1)[C:8]([F:9])([F:11])[F:10]. The yield is 0.430. (4) The reactants are [Cl:1][C:2]1[S:6][C:5]([O:7][C:8]2[C:13]([CH3:14])=[CH:12][C:11]([N:15]=[CH:16][N:17]([CH2:19][CH3:20])[CH3:18])=[C:10]([CH3:21])[CH:9]=2)=[N:4][C:3]=1[CH:22]=O.Cl.[NH2:25][O:26][C:27]([CH3:30])([CH3:29])[CH3:28].CO. The catalyst is O. The product is [C:27]([O:26][N:25]=[CH:22][C:3]1[N:4]=[C:5]([O:7][C:8]2[C:13]([CH3:14])=[CH:12][C:11]([N:15]=[CH:16][N:17]([CH2:19][CH3:20])[CH3:18])=[C:10]([CH3:21])[CH:9]=2)[S:6][C:2]=1[Cl:1])([CH3:30])([CH3:29])[CH3:28]. The yield is 0.610. (5) The reactants are [CH3:1][C:2]([CH3:17])([CH3:16])[C:3]#[C:4][C:5]1[CH:11]=[C:10]([N+:12]([O-:14])=[O:13])[C:9]([F:15])=[CH:8][C:6]=1[NH2:7].CCN(CC)CC.[C:25](Cl)(=[O:29])[CH2:26][CH2:27][CH3:28].O. The catalyst is ClCCl. The product is [CH3:1][C:2]([CH3:17])([CH3:16])[C:3]#[C:4][C:5]1[CH:11]=[C:10]([N+:12]([O-:14])=[O:13])[C:9]([F:15])=[CH:8][C:6]=1[NH:7][C:25](=[O:29])[CH2:26][CH2:27][CH3:28]. The yield is 0.670.